From a dataset of Catalyst prediction with 721,799 reactions and 888 catalyst types from USPTO. Predict which catalyst facilitates the given reaction. Reactant: [NH2:1][C:2]1[C:3]([C:7]2[N:8]([CH2:18][CH3:19])[C:9]3[C:10]([N:17]=2)=[C:11]([Cl:16])[NH:12][C:13](=[O:15])[CH:14]=3)=[N:4][O:5][N:6]=1.O[CH2:21][CH2:22][NH:23][C:24](=[O:30])[O:25][C:26]([CH3:29])([CH3:28])[CH3:27].CCOC(/N=N/C(OCC)=O)=O.CO. Product: [NH2:1][C:2]1[C:3]([C:7]2[N:8]([CH2:18][CH3:19])[C:9]3[CH:14]=[C:13]([O:15][CH2:21][CH2:22][NH:23][C:24](=[O:30])[O:25][C:26]([CH3:29])([CH3:28])[CH3:27])[N:12]=[C:11]([Cl:16])[C:10]=3[N:17]=2)=[N:4][O:5][N:6]=1. The catalyst class is: 1.